This data is from Catalyst prediction with 721,799 reactions and 888 catalyst types from USPTO. The task is: Predict which catalyst facilitates the given reaction. (1) The catalyst class is: 1. Product: [O:25]=[C:20]1[CH2:21][CH2:22][C:23](=[O:24])[N:19]1[O:16][C:15]([CH:9]1[CH2:10][C:11]([CH3:14])([CH3:13])[CH2:12][N:8]1[C:6]([O:5][C:1]([CH3:4])([CH3:2])[CH3:3])=[O:7])=[O:17]. Reactant: [C:1]([O:5][C:6]([N:8]1[CH2:12][C:11]([CH3:14])([CH3:13])[CH2:10][CH:9]1[C:15]([OH:17])=[O:16])=[O:7])([CH3:4])([CH3:3])[CH3:2].O[N:19]1[C:23](=[O:24])[CH2:22][CH2:21][C:20]1=[O:25].C(N=C=NC(C)C)(C)C. (2) Reactant: [CH3:1][CH:2]([SH:4])[CH3:3].C(=O)([O-])[O-].[K+].[K+].CN(C)C=O.[Cl:16][C:17]1[CH:22]=[CH:21][C:20]([N+:23]([O-:25])=[O:24])=[C:19](F)[CH:18]=1. Product: [Cl:16][C:17]1[CH:22]=[CH:21][C:20]([N+:23]([O-:25])=[O:24])=[C:19]([S:4][CH:2]([CH3:3])[CH3:1])[CH:18]=1. The catalyst class is: 6.